This data is from Full USPTO retrosynthesis dataset with 1.9M reactions from patents (1976-2016). The task is: Predict the reactants needed to synthesize the given product. (1) Given the product [Br:22][C:21]1[CH:20]=[C:19]([CH3:23])[CH:18]=[C:3]2[C:2]=1[NH:1][C:32](=[O:35])[N:6]([CH2:7][C:8]1[CH:13]=[C:12]([Cl:14])[CH:11]=[CH:10][C:9]=1[S:15][CH2:16][CH3:17])[C:4]2=[O:5], predict the reactants needed to synthesize it. The reactants are: [NH2:1][C:2]1[C:21]([Br:22])=[CH:20][C:19]([CH3:23])=[CH:18][C:3]=1[C:4]([NH:6][CH2:7][C:8]1[CH:13]=[C:12]([Cl:14])[CH:11]=[CH:10][C:9]=1[S:15][CH2:16][CH3:17])=[O:5].ClC1C(C2OCCO2)=C(OC(F)(F)F)C=C2C=1N[C:32](=[O:35])N(CC1C=C(Cl)C=CC=1S(CC)(=O)=O)C2=O.ClC(OCC)=O. (2) Given the product [F:1][C:2]1[CH:28]=[C:27]([NH2:29])[CH:26]=[CH:25][C:3]=1[O:4][C:5]1[C:10]2=[C:11]([CH3:24])[C:12]([O:14][CH2:15][CH2:16][N:17]3[CH2:18][CH2:19][N:20]([CH3:23])[CH2:21][CH2:22]3)=[CH:13][N:9]2[N:8]=[CH:7][N:6]=1, predict the reactants needed to synthesize it. The reactants are: [F:1][C:2]1[CH:28]=[C:27]([N+:29]([O-])=O)[CH:26]=[CH:25][C:3]=1[O:4][C:5]1[C:10]2=[C:11]([CH3:24])[C:12]([O:14][CH2:15][CH2:16][N:17]3[CH2:22][CH2:21][N:20]([CH3:23])[CH2:19][CH2:18]3)=[CH:13][N:9]2[N:8]=[CH:7][N:6]=1.[Cl-].[NH4+]. (3) The reactants are: C(OC([N:8]1[CH2:13][CH2:12][C:11]2[N:14]=[C:15]([NH:17][C:18]3[NH:22][C:21]4[CH:23]=[C:24]([C:27](=[O:38])[NH:28][C:29]5[CH:37]=[C:36]6[C:32]([CH:33]=[N:34][NH:35]6)=[CH:31][CH:30]=5)[CH:25]=[CH:26][C:20]=4[N:19]=3)[S:16][C:10]=2[CH2:9]1)=O)(C)(C)C. Given the product [NH:35]1[C:36]2[C:32](=[CH:31][CH:30]=[C:29]([NH:28][C:27]([C:24]3[CH:25]=[CH:26][C:20]4[N:19]=[C:18]([NH:17][C:15]5[S:16][C:10]6[CH2:9][NH:8][CH2:13][CH2:12][C:11]=6[N:14]=5)[NH:22][C:21]=4[CH:23]=3)=[O:38])[CH:37]=2)[CH:33]=[N:34]1, predict the reactants needed to synthesize it.